This data is from CYP2C19 inhibition data for predicting drug metabolism from PubChem BioAssay. The task is: Regression/Classification. Given a drug SMILES string, predict its absorption, distribution, metabolism, or excretion properties. Task type varies by dataset: regression for continuous measurements (e.g., permeability, clearance, half-life) or binary classification for categorical outcomes (e.g., BBB penetration, CYP inhibition). Dataset: cyp2c19_veith. (1) The molecule is O=S(=O)(c1cccc2cnccc12)N1CCCNCC1. The result is 0 (non-inhibitor). (2) The molecule is CCOC(=O)CNS(=O)(=O)c1cc(-c2nn(C)c(=O)c3ccccc23)ccc1C. The result is 1 (inhibitor). (3) The drug is OC[C@H]1NC[C@H](O)[C@@H](O)[C@H]1O. The result is 0 (non-inhibitor). (4) The molecule is COc1cccc(-c2nc(NC3CCNCC3)c3ccccc3n2)c1. The result is 0 (non-inhibitor). (5) The molecule is CN(C)c1ccc(-c2nc(NC3CCNCC3)c3ccccc3n2)cc1. The result is 0 (non-inhibitor). (6) The molecule is CO[C@H]1COC(=O)[C@H](C)NC(=O)C/C=C\[C@@H](C)[C@@H](NS(=O)(=O)c2ccc(C)cc2)COC(=O)C/C=C\[C@@H]1C. The result is 0 (non-inhibitor). (7) The drug is CCc1cccc2c(-c3ccccc3)c3c(nc12)OCC3. The result is 1 (inhibitor).